Dataset: Experimentally validated miRNA-target interactions with 360,000+ pairs, plus equal number of negative samples. Task: Binary Classification. Given a miRNA mature sequence and a target amino acid sequence, predict their likelihood of interaction. (1) The miRNA is rno-miR-199a-5p with sequence CCCAGUGUUCAGACUACCUGUUC. The protein sequence of the target gene is MMPLLHLAGTLIMALFLSCLRPGSLNPCIEVLPNITYQCMDQNLSKIPHDIPYSTKNLDLSFNPLKILRSYSFTNFSQLQWLDLSRCEIETIEDKAWHGLNQLSTLVLTGNPIKSFSPGSFSGLTNLENLVAVETKMTSLEGFHIGQLISLKKLNVAHNLIHSFKLPEYFSNLTNLEHVDLSYNYIQTISVKDLQFLRENPQVNLSLDLSLNPIDSIQAQAFQGIRLHELTLRSNFNSSNVLKMCLQNMTGLHVHRLILGEFKNERNLESFDRSVMEGLCNVSIDEFRLTYINHFSDDIY.... Result: 1 (interaction). (2) The miRNA is hsa-miR-2276-5p with sequence GCCCUCUGUCACCUUGCAGACG. The protein sequence of the target gene is MGTARWLALGSLFALAGLLEGRLVGEEEAGFGECDKFFYAGTPPAGLAADSHVKICQRAEGAERFATLYSTRDRIPVYSAFRAPRPAPGGAEQRWLVEPQIDDPNSNLEEAINEAEAITSVNSLGSKQALNTDYLDSDYQRGQLYPFSLSSDVQVATFTLTNSAPMTQSFQERWYVNLHSLMDRALTPQCGSGEDLYILTGTVPSDYRVKDKVAVPEFVWLAACCAVPGGGWAMGFVKHTRDSDIIEDVMVKDLQKLLPFNPQLFQNNCGETEQDTEKMKKILEVVNQIQDEERMVQSQK.... Result: 1 (interaction). (3) The miRNA is mmu-miR-146a-5p with sequence UGAGAACUGAAUUCCAUGGGUU. The protein sequence of the target gene is MGLWALLPSWVSTTLLLALTALPAALAANSSGRWWGIVNIASSTNLLTDSKSLQLVLEPSLQLLSRKQRRLIRQNPGILHSVSGGLQSAVRECKWQFRNRRWNCPTAPGPHLFGKIVNRGCRETAFIFAITSAGVTHSVARSCSEGSIESCTCDYRRRGPGGPDWHWGGCSDNIDFGRLFGREFVDSGEKGRDLRFLMNLHNNEAGRTTVFSEMRQECKCHGMSGSCTVRTCWMRLPTLRAVGDVLRDRFDGASRVLYGNRGSNRASRAELLRLEPEDPAHKPPSPHDLVYFEKSPNFCT.... Result: 1 (interaction). (4) The miRNA is cel-miR-357-3p with sequence AAAUGCCAGUCGUUGCAGGAGU. The protein sequence of the target gene is MSDDARDTIANGVGEDAAEMPNSDSPAEDAAEVQCGPATTSNEPAPDDHMEEQPEITAMCAESTPPGILDQSKASAADETPLNGEVTEDTLVECVDSVSLEGDTGSEIPLKEQDDAAVDPSSQAGRWAGWGSWGKSLLSSASATVGHGLTAVKEKAGATLRIHSANSASPEGAPTDAENGISGNVTPDQDPARGPHTPPPPGAAGSRGMLSALTNVVQNTGKSVLTGGLDALEFIGKKTMIVLAESDPGFKRTKTLMERTVSLSQMLREAKEKEKQRLAQQLTVERTAHYGMLFDEYQGL.... Result: 0 (no interaction). (5) The miRNA is hsa-miR-8080 with sequence GAAGGACACUGGUGUCAACGGCU. The protein sequence of the target gene is MVWGKICWFSQRAGWTVFAESQISLSCSLCLHSGDQEAQNPNLVSQLCGVFLQNETNETIHMQMSMAVGQQALPLNIIAPKAVLVSLCGVLLNGTVFWLLCCGATNPYMVYILHLVAADVIYLCCSAVGFLQVTLLTYHGVVFFIPDFLAILSPFSFEVCLCLLVAISTERCVCVLFPIWYRCHRPKYTSNVVCTLIWGLPFCINIVKSLFLTYWKHVKACVIFLKLSGLFHAILSLVMCVSSLTLLIRFLCCSQQQKATRVYAVVQISAPMFLLWALPLSVAPLITDFKMFVTTSYLIS.... Result: 0 (no interaction).